Task: Regression. Given two drug SMILES strings and cell line genomic features, predict the synergy score measuring deviation from expected non-interaction effect.. Dataset: NCI-60 drug combinations with 297,098 pairs across 59 cell lines (1) Drug 1: C1=CC(=CC=C1C#N)C(C2=CC=C(C=C2)C#N)N3C=NC=N3. Drug 2: C1C(C(OC1N2C=C(C(=O)NC2=O)F)CO)O. Cell line: HOP-62. Synergy scores: CSS=25.9, Synergy_ZIP=-8.33, Synergy_Bliss=0.716, Synergy_Loewe=-0.0510, Synergy_HSA=3.15. (2) Drug 1: C1=NC2=C(N=C(N=C2N1C3C(C(C(O3)CO)O)O)F)N. Drug 2: CCCCC(=O)OCC(=O)C1(CC(C2=C(C1)C(=C3C(=C2O)C(=O)C4=C(C3=O)C=CC=C4OC)O)OC5CC(C(C(O5)C)O)NC(=O)C(F)(F)F)O. Cell line: HCT116. Synergy scores: CSS=48.6, Synergy_ZIP=-2.97, Synergy_Bliss=-5.58, Synergy_Loewe=-10.7, Synergy_HSA=-5.63. (3) Drug 1: CC1=C(C(CCC1)(C)C)C=CC(=CC=CC(=CC(=O)O)C)C. Drug 2: C1=NNC2=C1C(=O)NC=N2. Cell line: IGROV1. Synergy scores: CSS=-4.54, Synergy_ZIP=1.83, Synergy_Bliss=0.372, Synergy_Loewe=-3.64, Synergy_HSA=-3.49. (4) Drug 1: C1CCN(CC1)CCOC2=CC=C(C=C2)C(=O)C3=C(SC4=C3C=CC(=C4)O)C5=CC=C(C=C5)O. Drug 2: CC1OCC2C(O1)C(C(C(O2)OC3C4COC(=O)C4C(C5=CC6=C(C=C35)OCO6)C7=CC(=C(C(=C7)OC)O)OC)O)O. Cell line: MCF7. Synergy scores: CSS=31.5, Synergy_ZIP=-3.14, Synergy_Bliss=-2.58, Synergy_Loewe=-0.552, Synergy_HSA=2.05. (5) Drug 1: CNC(=O)C1=NC=CC(=C1)OC2=CC=C(C=C2)NC(=O)NC3=CC(=C(C=C3)Cl)C(F)(F)F. Drug 2: CC1CCCC2(C(O2)CC(NC(=O)CC(C(C(=O)C(C1O)C)(C)C)O)C(=CC3=CSC(=N3)C)C)C. Cell line: UACC-257. Synergy scores: CSS=28.0, Synergy_ZIP=4.74, Synergy_Bliss=4.95, Synergy_Loewe=-12.4, Synergy_HSA=3.11.